This data is from Full USPTO retrosynthesis dataset with 1.9M reactions from patents (1976-2016). The task is: Predict the reactants needed to synthesize the given product. (1) Given the product [CH3:29][C:26]1[C:25]2[C:20]([O:19][C:16]3[CH:15]=[CH:14][C:13]([NH:12][C:10](=[O:11])[C@@H:9]([CH3:31])[NH2:5])=[CH:18][CH:17]=3)=[CH:21][C:22]([CH3:30])=[CH:23][C:24]=2[O:28][N:27]=1, predict the reactants needed to synthesize it. The reactants are: CC([N:5]([C@H:9]([CH3:31])[C:10]([NH:12][C:13]1[CH:18]=[CH:17][C:16]([O:19][C:20]2[C:25]3[C:26]([CH3:29])=[N:27][O:28][C:24]=3[CH:23]=[C:22]([CH3:30])[CH:21]=2)=[CH:15][CH:14]=1)=[O:11])C(=O)[O-])(C)C.C(O)(C(F)(F)F)=O. (2) The reactants are: [C:1](=[O:4])([O-])[O-:2].[K+].[K+].[Cl:7][C:8]1[C:16]([Cl:17])=[C:15]2[C:11]([CH2:12][C:13]([CH3:20])([CH3:19])[C:14]2=O)=[CH:10][C:9]=1O.BrC[C:24]1[CH:31]=[CH:30][C:27]([C:28]#[N:29])=[CH:26][CH:25]=1. Given the product [Cl:7][C:8]1[C:16]([Cl:17])=[C:15]2[C:11]([CH2:12][C:13]([CH3:20])([CH3:19])[CH2:14]2)=[CH:10][C:9]=1[O:2][C:1]([C:24]1[CH:31]=[CH:30][C:27]([C:28]#[N:29])=[CH:26][CH:25]=1)=[O:4], predict the reactants needed to synthesize it. (3) Given the product [CH3:1][N:2]1[CH:6]=[C:5]([CH:7]=[O:8])[N:4]=[C:3]1[CH3:9], predict the reactants needed to synthesize it. The reactants are: [CH3:1][N:2]1[CH:6]=[C:5]([CH2:7][OH:8])[N:4]=[C:3]1[CH3:9]. (4) Given the product [Cl:1][C:2]1[C:3]([C:12]([F:13])([F:15])[F:14])=[CH:4][CH:5]=[C:6]([Cl:11])[C:7]=1[NH2:8], predict the reactants needed to synthesize it. The reactants are: [Cl:1][C:2]1[C:7]([N+:8]([O-])=O)=[C:6]([Cl:11])[CH:5]=[CH:4][C:3]=1[C:12]([F:15])([F:14])[F:13]. (5) Given the product [CH3:1][O:2][C:3]1[CH:11]=[C:10]2[C:6]([CH:7]=[CH:8][N:9]2[S:12]([C:15]2[CH:16]=[CH:17][CH:18]=[CH:19][CH:20]=2)(=[O:14])=[O:13])=[C:5]2[CH:21]([CH3:26])[NH:22][CH2:23][CH2:24][O:25][C:4]=12, predict the reactants needed to synthesize it. The reactants are: [CH3:1][O:2][C:3]1[CH:11]=[C:10]2[C:6]([CH:7]=[CH:8][N:9]2[S:12]([C:15]2[CH:20]=[CH:19][CH:18]=[CH:17][CH:16]=2)(=[O:14])=[O:13])=[C:5]2[C:21]([CH3:26])=[N:22][CH2:23][CH2:24][O:25][C:4]=12.[BH3-]C#N.[Na+]. (6) The reactants are: Br[C:2]1[CH:3]=[CH:4][C:5]([C:8]([F:11])([F:10])[F:9])=[N:6][CH:7]=1.C([O:16][C:17]([N:19]1[CH2:24][CH2:23][NH:22][CH2:21][CH2:20]1)=[O:18])(C)(C)C.CC(C)([O-])C.[Na+].C1(P(C2CCCCC2)C2C=CC=CC=2C2C=CC=CC=2)CCCCC1. Given the product [F:9][C:8]([F:11])([F:10])[C:17]([O-:16])=[O:18].[F:9][C:8]([F:11])([F:10])[C:5]1[N:6]=[CH:7][C:2]([NH+:19]2[CH2:24][CH2:23][NH:22][CH2:21][CH2:20]2)=[CH:3][CH:4]=1, predict the reactants needed to synthesize it.